Dataset: Forward reaction prediction with 1.9M reactions from USPTO patents (1976-2016). Task: Predict the product of the given reaction. (1) Given the reactants Cl[C:2]1[NH:6][C:5]2[C:7]([F:11])=[CH:8][CH:9]=[CH:10][C:4]=2[N:3]=1.[CH3:12][NH2:13], predict the reaction product. The product is: [F:11][C:7]1[C:5]2[NH:6][C:2]([NH:13][CH3:12])=[N:3][C:4]=2[CH:10]=[CH:9][CH:8]=1. (2) Given the reactants [CH2:1]([S:4][C:5]1[S:6][C:7]([C:17]([OH:19])=O)=[C:8]2[C:16]=1[C:15]1[NH:14][N:13]=[CH:12][C:11]=1[CH2:10][CH2:9]2)[CH2:2][CH3:3].[H-].[Na+].[C:22](Cl)(=[O:24])[CH3:23].O.[NH3:27].C(O)(=O)CC(CC(O)=O)(C(O)=O)O, predict the reaction product. The product is: [C:22]([N:13]1[CH:12]=[C:11]2[C:15]([C:16]3[C:8](=[C:7]([C:17]([NH2:27])=[O:19])[S:6][C:5]=3[S:4][CH2:1][CH2:2][CH3:3])[CH2:9][CH2:10]2)=[N:14]1)(=[O:24])[CH3:23]. (3) Given the reactants [Br:1][C:2]1[CH:3]=[C:4]2[C:12](=[CH:13][CH:14]=1)[NH:11][C:10]1[CH2:9][CH2:8][C@@H:7]([NH:15][C:16](=[O:20])[CH:17]([CH3:19])[CH3:18])[CH2:6][C:5]2=1.Br[CH2:22][C:23]1[CH:28]=[CH:27][CH:26]=[C:25](F)[CH:24]=1, predict the reaction product. The product is: [CH2:22]([N:11]1[C:10]2[CH2:9][CH2:8][C@@H:7]([NH:15][C:16](=[O:20])[CH:17]([CH3:18])[CH3:19])[CH2:6][C:5]=2[C:4]2[C:12]1=[CH:13][CH:14]=[C:2]([Br:1])[CH:3]=2)[C:23]1[CH:28]=[CH:27][CH:26]=[CH:25][CH:24]=1. (4) Given the reactants [C:1]([O:5][C:6](=[O:15])[CH2:7]/[N:8]=[CH:9]/[CH2:10][C:11]([CH3:14])([CH3:13])[CH3:12])([CH3:4])([CH3:3])[CH3:2].[Cl:16][C:17]1[CH:25]=[C:24]2[C:20](/[C:21](=[CH:27]/[C:28]3[CH:33]=[CH:32][CH:31]=[C:30]([Cl:34])[CH:29]=3)/[C:22](=[O:26])[NH:23]2)=[CH:19][CH:18]=1.C(N(CC)CC)C.C1CCN2C(=NCCC2)CC1, predict the reaction product. The product is: [C:1]([O:5][C:6]([CH:7]1[NH:8][CH:9]([CH2:10][C:11]([CH3:14])([CH3:13])[CH3:12])[C:21]2([C:20]3[C:24](=[CH:25][C:17]([Cl:16])=[CH:18][CH:19]=3)[NH:23][C:22]2=[O:26])[CH:27]1[C:28]1[CH:33]=[CH:32][CH:31]=[C:30]([Cl:34])[CH:29]=1)=[O:15])([CH3:4])([CH3:3])[CH3:2]. (5) Given the reactants Cl[C:2]1[N:7]=[C:6]([C:8]([O:10]C(C)(C)C)=[O:9])[CH:5]=[CH:4][CH:3]=1.[CH2:15]([N:22]1[CH2:27][CH2:26][CH:25]([OH:28])[CH2:24][CH2:23]1)[C:16]1[CH:21]=[CH:20][CH:19]=[CH:18][CH:17]=1.[H-].[Na+], predict the reaction product. The product is: [CH2:15]([N:22]1[CH2:27][CH2:26][CH:25]([O:28][C:2]2[N:7]=[C:6]([C:8]([OH:10])=[O:9])[CH:5]=[CH:4][CH:3]=2)[CH2:24][CH2:23]1)[C:16]1[CH:17]=[CH:18][CH:19]=[CH:20][CH:21]=1. (6) Given the reactants [CH3:1][O:2][C:3]1[CH:8]=[CH:7][C:6]([N:9]([CH3:22])[C:10]([CH:12]2[C:21]3[C:16](=[CH:17][CH:18]=[CH:19][CH:20]=3)[CH2:15][CH2:14][CH2:13]2)=O)=[CH:5][CH:4]=1, predict the reaction product. The product is: [CH3:1][O:2][C:3]1[CH:4]=[CH:5][C:6]([N:9]([CH3:22])[CH2:10][CH:12]2[C:21]3[C:16](=[CH:17][CH:18]=[CH:19][CH:20]=3)[CH2:15][CH2:14][CH2:13]2)=[CH:7][CH:8]=1.